This data is from Catalyst prediction with 721,799 reactions and 888 catalyst types from USPTO. The task is: Predict which catalyst facilitates the given reaction. Reactant: C(OC(=O)[NH:7][C:8]1[CH:13]=[C:12]([C:14]([F:17])([F:16])[F:15])[CH:11]=[C:10]([C:18]2[C:23]([C:24]#[C:25][C:26]3[CH:27]=[N:28][C:29]([NH2:32])=[CH:30][CH:31]=3)=[C:22]([CH3:33])[N:21]=[C:20]([NH2:34])[N:19]=2)[CH:9]=1)(C)(C)C.Cl. Product: [NH2:32][C:29]1[N:28]=[CH:27][C:26]([C:25]#[C:24][C:23]2[C:18]([C:10]3[CH:11]=[C:12]([C:14]([F:17])([F:16])[F:15])[CH:13]=[C:8]([NH2:7])[CH:9]=3)=[N:19][C:20]([NH2:34])=[N:21][C:22]=2[CH3:33])=[CH:31][CH:30]=1. The catalyst class is: 12.